Dataset: Full USPTO retrosynthesis dataset with 1.9M reactions from patents (1976-2016). Task: Predict the reactants needed to synthesize the given product. (1) Given the product [CH2:25]([O:24][C:22](=[O:23])[C:21]([C:11]1[CH:10]=[CH:12][N:32]=[C:19]([I:20])[C:14]=1[F:13])=[O:27])[CH3:26], predict the reactants needed to synthesize it. The reactants are: C([Li])CCC.C(N[CH:10]([CH3:12])[CH3:11])(C)C.[F:13][C:14]1C=NC=C[C:19]=1[I:20].[C:21](OCC)(=[O:27])[C:22]([O:24][CH2:25][CH3:26])=[O:23].[Cl-].[NH4+:32]. (2) Given the product [NH:17]1[C:25]2[C:20](=[CH:21][CH:22]=[CH:23][CH:24]=2)[CH:19]=[C:18]1[C:2]1[CH:7]=[C:6]([CH:8]=[O:9])[CH:5]=[N:4][CH:3]=1, predict the reactants needed to synthesize it. The reactants are: Br[C:2]1[CH:3]=[N:4][CH:5]=[C:6]([CH:8]=[O:9])[CH:7]=1.C([N:17]1[C:25]2[C:20](=[CH:21][CH:22]=[CH:23][CH:24]=2)[CH:19]=[C:18]1B(O)O)(OC(C)(C)C)=O.COC1C=CC=C(OC)C=1C1C=CC=CC=1P(C1CCCCC1)C1CCCCC1.P([O-])([O-])([O-])=O.[K+].[K+].[K+].